Dataset: NCI-60 drug combinations with 297,098 pairs across 59 cell lines. Task: Regression. Given two drug SMILES strings and cell line genomic features, predict the synergy score measuring deviation from expected non-interaction effect. Drug 1: C1CCC(CC1)NC(=O)N(CCCl)N=O. Drug 2: CC12CCC3C(C1CCC2O)C(CC4=C3C=CC(=C4)O)CCCCCCCCCS(=O)CCCC(C(F)(F)F)(F)F. Cell line: SN12C. Synergy scores: CSS=22.4, Synergy_ZIP=-4.48, Synergy_Bliss=1.96, Synergy_Loewe=2.04, Synergy_HSA=2.12.